From a dataset of Forward reaction prediction with 1.9M reactions from USPTO patents (1976-2016). Predict the product of the given reaction. (1) Given the reactants [Br:1][CH2:2][CH2:3][CH2:4][CH2:5][CH2:6][CH2:7][CH2:8][CH2:9][CH2:10][CH2:11][CH2:12][C:13]([OH:15])=O.[C:16]([NH:23][CH2:24][CH2:25][NH2:26])([O:18][C:19]([CH3:22])([CH3:21])[CH3:20])=[O:17].CN(C(ON1N=NC2C=CC=CC1=2)=[N+](C)C)C.F[P-](F)(F)(F)(F)F.C(C1C=CC=C(C(C)(C)C)N=1)(C)(C)C, predict the reaction product. The product is: [C:19]([O:18][C:16]([NH:23][CH2:24][CH2:25][NH:26][C:13](=[O:15])[CH2:12][CH2:11][CH2:10][CH2:9][CH2:8][CH2:7][CH2:6][CH2:5][CH2:4][CH2:3][CH2:2][Br:1])=[O:17])([CH3:22])([CH3:21])[CH3:20]. (2) Given the reactants Cl.[F:2][C@H:3]1[CH2:7][CH2:6][NH:5][CH2:4]1.C(=O)([O-])[O-].[Na+].[Na+].[Br:14][C:15]1[CH:16]=[C:17]([C@H:21]2[CH2:23][O:22]2)[CH:18]=[CH:19][CH:20]=1, predict the reaction product. The product is: [Br:14][C:15]1[CH:16]=[C:17]([C@H:21]([OH:22])[CH2:23][N:5]2[CH2:6][CH2:7][C@H:3]([F:2])[CH2:4]2)[CH:18]=[CH:19][CH:20]=1. (3) Given the reactants [CH:1]1([N:4]([CH:25]2[CH2:27][CH2:26]2)[C:5]([C:7]2[N:22]([CH2:23][CH3:24])[C:10]3=[N:11][C:12]([N:19]=[C:20]=[S:21])=[C:13]4[N:17]=[CH:16][N:15]([CH3:18])[C:14]4=[C:9]3[CH:8]=2)=[O:6])[CH2:3][CH2:2]1.C1COCC1.[NH2:33][C:34]1[N:38]([CH3:39])[N:37]=[C:36]([CH3:40])[CH:35]=1.[H-].[Na+], predict the reaction product. The product is: [CH:25]1([N:4]([CH:1]2[CH2:2][CH2:3]2)[C:5]([C:7]2[N:22]([CH2:23][CH3:24])[C:10]3=[N:11][C:12]([NH:19][C:20]([NH:33][C:34]4[N:38]([CH3:39])[N:37]=[C:36]([CH3:40])[CH:35]=4)=[S:21])=[C:13]4[N:17]=[CH:16][N:15]([CH3:18])[C:14]4=[C:9]3[CH:8]=2)=[O:6])[CH2:26][CH2:27]1. (4) Given the reactants C[O:2][C:3]([C:5]1[N:9]=[C:8]([C:10]([S:25]([C:28]2[CH:33]=[CH:32][CH:31]=[CH:30][CH:29]=2)(=[O:27])=[O:26])([CH:12]2[CH2:24][C:15]3[NH:16][C:17]4[CH:18]=[CH:19][C:20]([Cl:23])=[CH:21][C:22]=4[C:14]=3[CH2:13]2)[F:11])[O:7][N:6]=1)=[O:4].[OH-].[Na+].[NH4+].[Cl-], predict the reaction product. The product is: [C:28]1([S:25]([C:10]([CH:12]2[CH2:24][C:15]3[NH:16][C:17]4[CH:18]=[CH:19][C:20]([Cl:23])=[CH:21][C:22]=4[C:14]=3[CH2:13]2)([F:11])[C:8]2[O:7][N:6]=[C:5]([C:3]([OH:4])=[O:2])[N:9]=2)(=[O:27])=[O:26])[CH:29]=[CH:30][CH:31]=[CH:32][CH:33]=1. (5) Given the reactants [OH-:1].[NH4+].[N+:3]([O-:6])([O-:5])=[O:4].[Ni+2:7].[N+:8]([O-:11])([O-:10])=[O:9], predict the reaction product. The product is: [OH2:4].[OH2:9].[OH2:1].[OH2:4].[OH2:4].[OH2:4].[N+:3]([O-:6])([O-:5])=[O:4].[Ni+2:7].[N+:8]([O-:11])([O-:10])=[O:9]. (6) Given the reactants Cl[C:2]1[C:3]([CH:5]=[C:6]([NH:10][C:11]2[C:20]3[C:15](=[CH:16][C:17]([O:23][CH2:24][CH2:25][O:26][CH3:27])=[C:18]([O:21][CH3:22])[CH:19]=3)[N:14]=[CH:13][N:12]=2)[C:7](=[O:9])[CH:8]=1)=[O:4].[F:28][C:29]1[C:34]([OH:35])=[C:33]([F:36])[C:32]([F:37])=[C:31]([F:38])[C:30]=1[F:39].C(=O)([O-])[O-].[K+].[K+], predict the reaction product. The product is: [CH3:22][O:21][C:18]1[CH:19]=[C:20]2[C:15](=[CH:16][C:17]=1[O:23][CH2:24][CH2:25][O:26][CH3:27])[N:14]=[CH:13][N:12]=[C:11]2[NH:10][C:6]1[C:7]([CH:8]=[C:2]([O:35][C:34]2[C:33]([F:36])=[C:32]([F:37])[C:31]([F:38])=[C:30]([F:39])[C:29]=2[F:28])[C:3](=[O:4])[CH:5]=1)=[O:9]. (7) Given the reactants Cl[CH:2]1[CH2:7][CH2:6][CH2:5][CH2:4][C:3]1=O.[CH2:9]([NH:11][C:12]1[CH:17]=[CH:16][CH:15]=[CH:14][CH:13]=1)[CH3:10].COCCO.C(=O)([O-])[O-].[Na+].[Na+], predict the reaction product. The product is: [CH2:9]([N:11]1[C:12]2[CH2:17][CH2:16][CH2:15][CH2:14][C:13]=2[C:3]2[C:2]1=[CH:7][CH:6]=[CH:5][CH:4]=2)[CH3:10].